From a dataset of Forward reaction prediction with 1.9M reactions from USPTO patents (1976-2016). Predict the product of the given reaction. Given the reactants [CH3:1][O:2][C:3]([C:5]1[C:16]2[C:15]3[N:11]([CH:12]=[CH:13][N:14]=3)[CH2:10][CH2:9][C:8]=2[N:7](CCC2C=CC([N+]([O-])=O)=CC=2)[CH:6]=1)=[O:4].[H-].[Na+].C(Cl)(Cl)Cl.C(O)(=O)C, predict the reaction product. The product is: [CH3:1][O:2][C:3]([C:5]1[C:16]2[C:15]3[N:11]([CH:12]=[CH:13][N:14]=3)[CH2:10][CH2:9][C:8]=2[NH:7][CH:6]=1)=[O:4].